This data is from Forward reaction prediction with 1.9M reactions from USPTO patents (1976-2016). The task is: Predict the product of the given reaction. (1) The product is: [ClH:1].[ClH:28].[Cl:28][C:29]1[CH:34]=[C:33]([C:2]2[N:3]=[C:4]3[C:9](=[CH:10][CH:11]=2)[N:8]=[CH:7][C:6]([C:12](=[O:14])[CH3:13])=[C:5]3[N:15]2[CH2:20][CH2:19][CH:18]([CH2:21][CH2:22][N:23]3[CH2:27][CH2:26][CH2:25][CH2:24]3)[CH2:17][CH2:16]2)[CH:32]=[C:31]([Cl:44])[C:30]=1[OH:45]. Given the reactants [Cl:1][C:2]1[N:3]=[C:4]2[C:9](=[CH:10][CH:11]=1)[N:8]=[CH:7][C:6]([C:12](=[O:14])[CH3:13])=[C:5]2[N:15]1[CH2:20][CH2:19][CH:18]([CH2:21][CH2:22][N:23]2[CH2:27][CH2:26][CH2:25][CH2:24]2)[CH2:17][CH2:16]1.[Cl:28][C:29]1[CH:34]=[C:33](B2OC(C)(C)C(C)(C)O2)[CH:32]=[C:31]([Cl:44])[C:30]=1[OH:45].C1(N)C(F)=C(F)C(F)=C(N)C=1F.Cl.Cl, predict the reaction product. (2) Given the reactants Br[C:2]1[CH:3]=[C:4]([S:8][CH:9]([CH3:13])[C:10]([NH2:12])=[O:11])[CH:5]=[CH:6][CH:7]=1.[C:14]([C:17]1[CH:22]=[CH:21][C:20](B(O)O)=[CH:19][CH:18]=1)([OH:16])=[O:15].C(=O)([O-])[O-].[K+].[K+], predict the reaction product. The product is: [C:10]([CH:9]([S:8][C:4]1[CH:3]=[C:2]([C:20]2[CH:21]=[CH:22][C:17]([C:14]([OH:16])=[O:15])=[CH:18][CH:19]=2)[CH:7]=[CH:6][CH:5]=1)[CH3:13])(=[O:11])[NH2:12]. (3) Given the reactants Br[C:2]1[CH:11]=[C:10]2[C:5]([N:6]=[CH:7][CH:8]=[N:9]2)=[C:4]([C:12]([NH:14][CH2:15][C:16]([O:18][CH2:19][CH3:20])=[O:17])=[O:13])[C:3]=1[OH:21].[C:22]([O:26][C:27]([N:29]1[C:37]2[C:32](=[CH:33][CH:34]=[CH:35][CH:36]=2)[CH:31]=[CH:30]1)=[O:28])([CH3:25])([CH3:24])[CH3:23].C(=O)([O-])[O-].[K+].[K+], predict the reaction product. The product is: [CH2:19]([O:18][C:16](=[O:17])[CH2:15][NH:14][C:12]([C:4]1[C:3]([OH:21])=[C:2]([C:30]2[N:29]([C:27]([O:26][C:22]([CH3:25])([CH3:24])[CH3:23])=[O:28])[C:37]3[C:32]([CH:31]=2)=[CH:33][CH:34]=[CH:35][CH:36]=3)[CH:11]=[C:10]2[C:5]=1[N:6]=[CH:7][CH:8]=[N:9]2)=[O:13])[CH3:20]. (4) Given the reactants [N:1]1[CH:6]=[CH:5][CH:4]=[CH:3][CH:2]=1.ClCC(Cl)=O.[C:12]([NH2:15])(=[O:14])[CH3:13].C(=O)([O-])[O-].[K+].[K+].N1CCCCC1.[C:28]([C:30]1[N:31]=[CH:32][C:33]2[CH:38]=[C:37]([CH2:39][N:40]3[CH:44]=[N:43][C:42](C(N4CCCCC4)C(N)=O)=[N:41]3)[N:36]([CH2:55][C:56]([CH3:59])([CH3:58])[CH3:57])[C:34]=2[N:35]=1)#[N:29], predict the reaction product. The product is: [C:28]([C:30]1[N:31]=[CH:32][C:33]2[CH:38]=[C:37]([CH2:39][N:40]3[CH:44]=[N:43][C:42]([NH:15][C:12](=[O:14])[CH2:13][N:1]4[CH2:6][CH2:5][CH2:4][CH2:3][CH2:2]4)=[N:41]3)[N:36]([CH2:55][C:56]([CH3:59])([CH3:58])[CH3:57])[C:34]=2[N:35]=1)#[N:29]. (5) The product is: [F:27][C:28]([F:33])([F:32])[C:29]([OH:31])=[O:30].[F:41][C:42]1[CH:47]=[CH:46][C:45]([NH:48][C:6]([N:8]2[CH2:9][CH2:10][N:11]([C:14]3[C:23]4[C:18](=[CH:19][C:20]([N+:24]([O-:26])=[O:25])=[CH:21][CH:22]=4)[N:17]=[CH:16][CH:15]=3)[CH2:12][CH2:13]2)=[O:7])=[CH:44][CH:43]=1. Given the reactants C(O[C:6]([N:8]1[CH2:13][CH2:12][N:11]([C:14]2[C:23]3[C:18](=[CH:19][C:20]([N+:24]([O-:26])=[O:25])=[CH:21][CH:22]=3)[N:17]=[CH:16][CH:15]=2)[CH2:10][CH2:9]1)=[O:7])(C)(C)C.[F:27][C:28]([F:33])([F:32])[C:29]([OH:31])=[O:30].C(N(CC)CC)C.[F:41][C:42]1[CH:47]=[CH:46][C:45]([N:48]=C=O)=[CH:44][CH:43]=1, predict the reaction product. (6) Given the reactants [Cl:1][C:2]1[CH:7]=[C:6]2[NH:8][C:9](=[O:36])[C:10]3([CH:15]([C:16]4[CH:21]=[C:20]([F:22])[CH:19]=[CH:18][C:17]=4[CH3:23])[CH2:14][C:13](=[O:24])[N:12]([CH2:25][C:26]([OH:28])=O)[CH:11]3[C:29]3[CH:34]=[CH:33][CH:32]=[C:31]([Cl:35])[CH:30]=3)[C:5]2=[CH:4][CH:3]=1.Cl.CN.C[CH2:41][N:42]=C=NCCCN(C)C.Cl.C1C=CC2N(O)N=NC=2C=1.CCN(C(C)C)C(C)C, predict the reaction product. The product is: [Cl:1][C:2]1[CH:7]=[C:6]2[NH:8][C:9](=[O:36])[C:10]3([CH:15]([C:16]4[CH:21]=[C:20]([F:22])[CH:19]=[CH:18][C:17]=4[CH3:23])[CH2:14][C:13](=[O:24])[N:12]([CH2:25][C:26]([NH:42][CH3:41])=[O:28])[CH:11]3[C:29]3[CH:34]=[CH:33][CH:32]=[C:31]([Cl:35])[CH:30]=3)[C:5]2=[CH:4][CH:3]=1. (7) Given the reactants C[O:2][C:3](=[O:53])[C@@H:4]([NH:20][C:21]([C@@H:23]1[CH2:32][C:31]2[CH:30]=[C:29]3[O:33][CH2:34][C@@H:35]([C:37]4[CH:42]=[CH:41][C:40]([O:43][CH2:44][C:45]5[CH:50]=[CH:49][C:48]([Cl:51])=[C:47]([Cl:52])[CH:46]=5)=[CH:39][CH:38]=4)[O:36][C:28]3=[CH:27][C:26]=2[CH2:25][NH:24]1)=[O:22])[CH2:5][C:6]1[CH:11]=[CH:10][C:9]([C:12]2[CH:17]=[CH:16][N:15]=[C:14]([CH3:18])[C:13]=2[CH3:19])=[CH:8][CH:7]=1.C(Cl)CCl.[CH3:58][C:59]1[O:60][C:61]([CH3:67])=[C:62]([C:64](O)=[O:65])[N:63]=1, predict the reaction product. The product is: [Cl:52][C:47]1[CH:46]=[C:45]([CH:50]=[CH:49][C:48]=1[Cl:51])[CH2:44][O:43][C:40]1[CH:41]=[CH:42][C:37]([C@@H:35]2[CH2:34][O:33][C:29]3=[CH:30][C:31]4[CH2:32][C@@H:23]([C:21]([NH:20][C@@H:4]([CH2:5][C:6]5[CH:7]=[CH:8][C:9]([C:12]6[CH:17]=[CH:16][N:15]=[C:14]([CH3:18])[C:13]=6[CH3:19])=[CH:10][CH:11]=5)[C:3]([OH:2])=[O:53])=[O:22])[N:24]([C:64]([C:62]5[N:63]=[C:59]([CH3:58])[O:60][C:61]=5[CH3:67])=[O:65])[CH2:25][C:26]=4[CH:27]=[C:28]3[O:36]2)=[CH:38][CH:39]=1. (8) Given the reactants Br.[NH2:2][C@@H:3]([CH2:7][CH2:8][Br:9])[C:4]([OH:6])=[O:5].Cl.[CH3:11]O, predict the reaction product. The product is: [CH3:11][O:5][C:4](=[O:6])[C@@H:3]([NH2:2])[CH2:7][CH2:8][Br:9]. (9) Given the reactants [Cl:1][C:2]1[CH:7]=[CH:6][C:5](/[CH:8]=[CH:9]/[C:10]2[CH:11]=[C:12]([CH:16]=[CH:17][C:18]=2[O:19][CH3:20])[C:13]([OH:15])=O)=[CH:4][CH:3]=1.[NH2:21][CH2:22][CH:23]([OH:26])[CH2:24][OH:25], predict the reaction product. The product is: [OH:26][CH:23]([CH2:24][OH:25])[CH2:22][NH:21][C:13](=[O:15])[C:12]1[CH:16]=[CH:17][C:18]([O:19][CH3:20])=[C:10](/[CH:9]=[CH:8]/[C:5]2[CH:4]=[CH:3][C:2]([Cl:1])=[CH:7][CH:6]=2)[CH:11]=1. (10) Given the reactants [CH3:1][C:2]1[C:6]2[C:7](=[O:20])[N:8]([CH2:12][CH2:13][N:14]3[CH2:19][CH2:18][CH2:17][CH2:16][CH2:15]3)[CH2:9][CH2:10][CH2:11][C:5]=2[NH:4][C:3]=1[CH:21]=O.[Cl:23][C:24]1[CH:29]=[CH:28][CH:27]=[C:26]([Cl:30])[C:25]=1[CH2:31][S:32]([C:35]1[CH:36]=[C:37]2[C:41](=[CH:42][CH:43]=1)[NH:40][C:39](=[O:44])[CH2:38]2)(=[O:34])=[O:33].N1CCCCC1, predict the reaction product. The product is: [Cl:30][C:26]1[CH:27]=[CH:28][CH:29]=[C:24]([Cl:23])[C:25]=1[CH2:31][S:32]([C:35]1[CH:36]=[C:37]2[C:41](=[CH:42][CH:43]=1)[NH:40][C:39](=[O:44])/[C:38]/2=[CH:21]\[C:3]1[NH:4][C:5]2[CH2:11][CH2:10][CH2:9][N:8]([CH2:12][CH2:13][N:14]3[CH2:19][CH2:18][CH2:17][CH2:16][CH2:15]3)[C:7](=[O:20])[C:6]=2[C:2]=1[CH3:1])(=[O:34])=[O:33].